Dataset: Full USPTO retrosynthesis dataset with 1.9M reactions from patents (1976-2016). Task: Predict the reactants needed to synthesize the given product. (1) Given the product [CH3:1][O:2][C:3]1[CH:4]=[C:5]2[C:9](=[CH:10][CH:11]=1)[NH:8][C:7]([C:12]1[C:13]([CH3:22])=[N:14][N:15]([CH2:18][CH2:19][O:20][CH3:21])[C:16]=1[CH3:17])=[C:6]2/[CH:23]=[C:36]1\[O:37][C:33]2[CH:32]=[CH:31][C:30]([NH:29][C:27]([NH:26][CH3:25])=[O:28])=[CH:39][C:34]=2[C:35]\1=[O:38], predict the reactants needed to synthesize it. The reactants are: [CH3:1][O:2][C:3]1[CH:4]=[C:5]2[C:9](=[CH:10][CH:11]=1)[NH:8][C:7]([C:12]1[C:13]([CH3:22])=[N:14][N:15]([CH2:18][CH2:19][O:20][CH3:21])[C:16]=1[CH3:17])=[C:6]2[CH:23]=O.[CH3:25][NH:26][C:27]([NH:29][C:30]1[CH:31]=[CH:32][C:33]2[O:37][CH2:36][C:35](=[O:38])[C:34]=2[CH:39]=1)=[O:28].C([O-])([O-])=O.[Na+].[Na+]. (2) Given the product [CH:33]([O:32][C:29]1[CH:30]=[CH:31][C:26]([CH2:25][N:9]2[CH2:10][CH2:11][C:12]3[C:17](=[CH:16][CH:15]=[C:14]([CH:18]([NH:20][C:21](=[O:23])[CH3:22])[CH3:19])[CH:13]=3)[CH2:8]2)=[C:27]([CH3:36])[CH:28]=1)([CH3:35])[CH3:34], predict the reactants needed to synthesize it. The reactants are: OC(C(F)(F)F)=O.[CH2:8]1[C:17]2[C:12](=[CH:13][C:14]([CH:18]([NH:20][C:21](=[O:23])[CH3:22])[CH3:19])=[CH:15][CH:16]=2)[CH2:11][CH2:10][NH:9]1.Br[CH2:25][C:26]1[CH:31]=[CH:30][C:29]([O:32][CH:33]([CH3:35])[CH3:34])=[CH:28][C:27]=1[CH3:36]. (3) The reactants are: [CH3:1][O:2][C:3]([C:5]1([C:8]2[O:12][N:11]=[C:10]([C:13]3[CH:18]=[CH:17][C:16]([O:19][Si](C(C)(C)C)(C)C)=[CH:15][CH:14]=3)[C:9]=2[C:27]2[CH:32]=[CH:31][CH:30]=[CH:29][CH:28]=2)[CH2:7][CH2:6]1)=[O:4].Cl.C(=O)(O)[O-].[Na+]. Given the product [CH3:1][O:2][C:3]([C:5]1([C:8]2[O:12][N:11]=[C:10]([C:13]3[CH:18]=[CH:17][C:16]([OH:19])=[CH:15][CH:14]=3)[C:9]=2[C:27]2[CH:32]=[CH:31][CH:30]=[CH:29][CH:28]=2)[CH2:6][CH2:7]1)=[O:4], predict the reactants needed to synthesize it. (4) Given the product [Br:31][C:27]1[CH:26]=[C:25]2[NH:24][C:23](=[O:32])[C@:15]3([C@@H:14]([C:33]4[CH:38]=[CH:37][CH:36]=[C:35]([Cl:39])[C:34]=4[F:40])[C@H:13]([C:11]([NH:10][C:7]4[CH:8]=[CH:9][C:4]([C:3]([OH:43])=[O:2])=[CH:5][C:6]=4[O:41][CH3:42])=[O:12])[NH:17][C@H:16]3[CH2:18][C:19]([CH3:21])([CH3:20])[CH3:22])[C:30]2=[CH:29][CH:28]=1, predict the reactants needed to synthesize it. The reactants are: C[O:2][C:3](=[O:43])[C:4]1[CH:9]=[CH:8][C:7]([NH:10][C:11]([C@@H:13]2[NH:17][C@@H:16]([CH2:18][C:19]([CH3:22])([CH3:21])[CH3:20])[C@:15]3([C:30]4[C:25](=[CH:26][C:27]([Br:31])=[CH:28][CH:29]=4)[NH:24][C:23]3=[O:32])[C@H:14]2[C:33]2[CH:38]=[CH:37][CH:36]=[C:35]([Cl:39])[C:34]=2[F:40])=[O:12])=[C:6]([O:41][CH3:42])[CH:5]=1.[OH-].[Na+].Cl.